This data is from Reaction yield outcomes from USPTO patents with 853,638 reactions. The task is: Predict the reaction yield, written as a fraction of the theoretical maximum amount of product (1.0 means a 100% yield; for example, 0.34 means a 34% yield). (1) The reactants are [C:1]([N:4]1[CH2:9][CH2:8][N:7]([C:10]2[CH:11]=[CH:12][C:13]([CH2:16][CH2:17][C:18]3[CH:36]=[CH:35][C:21]([CH2:22][NH:23][C:24]([NH:26][NH:27]C(OC(C)(C)C)=O)=[O:25])=[CH:20][CH:19]=3)=[N:14][CH:15]=2)[CH2:6][CH2:5]1)(=[O:3])[CH3:2].O1CCOCC1.[ClH:43]. The catalyst is O1CCOCC1. The product is [ClH:43].[ClH:43].[ClH:43].[C:1]([N:4]1[CH2:9][CH2:8][N:7]([C:10]2[CH:11]=[CH:12][C:13]([CH2:16][CH2:17][C:18]3[CH:36]=[CH:35][C:21]([CH2:22][NH:23][C:24]([NH:26][NH2:27])=[O:25])=[CH:20][CH:19]=3)=[N:14][CH:15]=2)[CH2:6][CH2:5]1)(=[O:3])[CH3:2]. The yield is 0.901. (2) The reactants are [N:1]#[C:2][NH2:3].[CH3:4][N:5]1[C:9]([C:10]#[N:11])=[CH:8][CH:7]=[C:6]1B(O)O.C(=O)([O-])[O-].[K+].[K+].C(P([C:30]([CH3:33])([CH3:32])C)C(C)(C)C)(C)(C)C.[Br-].[CH2:35]1[CH2:39][O:38][CH2:37][CH2:36]1. No catalyst specified. The product is [C:10]([C:9]1[N:5]([CH3:4])[C:6]([C:32]2[CH:30]=[CH:33][C:35]([NH:1][C:2]#[N:3])=[CH:36][C:37]=2[O:38][CH3:39])=[CH:7][CH:8]=1)#[N:11]. The yield is 0.160. (3) The reactants are [NH2:1][C:2]1[CH:3]=[CH:4][C:5]([N:10]2[CH:14]=[N:13][CH:12]=[N:11]2)=[C:6]([CH:9]=1)[C:7]#[N:8].[N:15]([O-])=O.[Na+].O.O.[Sn](Cl)Cl.[OH-].[Na+]. The catalyst is O.Cl.C(OCC)(=O)C. The product is [NH:1]([C:2]1[CH:3]=[CH:4][C:5]([N:10]2[CH:14]=[N:13][CH:12]=[N:11]2)=[C:6]([CH:9]=1)[C:7]#[N:8])[NH2:15]. The yield is 0.220. (4) The reactants are [CH3:1][N:2]([CH3:20])[CH:3]1[CH2:8][CH2:7][CH:6]([N:9]([CH2:17][CH2:18][OH:19])C(=O)OC(C)(C)C)[CH2:5][CH2:4]1.[ClH:21]. The catalyst is ClCCl. The product is [ClH:21].[CH3:1][N:2]([CH3:20])[CH:3]1[CH2:4][CH2:5][CH:6]([NH:9][CH2:17][CH2:18][OH:19])[CH2:7][CH2:8]1. The yield is 0.860.